From a dataset of Reaction yield outcomes from USPTO patents with 853,638 reactions. Predict the reaction yield, written as a fraction of the theoretical maximum amount of product (1.0 means a 100% yield; for example, 0.34 means a 34% yield). (1) The reactants are [Cl:1][C:2]1[CH:3]=[CH:4][C:5]2[C:11](=[N:12][CH2:13][C:14]3[CH:19]=[CH:18][C:17]([O:20][CH3:21])=[CH:16][C:15]=3[O:22][CH3:23])[CH2:10][CH2:9][CH2:8][N:7]([CH3:24])[C:6]=2[CH:25]=1.[CH:26]([C:35](OC)=[O:36])([C:31](OC)=[O:32])[C:27]([O:29][CH3:30])=[O:28]. The catalyst is O(C1C=CC=CC=1)C1C=CC=CC=1. The product is [Cl:1][C:2]1[CH:3]=[CH:4][C:5]2[C:11]3[N:12]([CH2:13][C:14]4[CH:19]=[CH:18][C:17]([O:20][CH3:21])=[CH:16][C:15]=4[O:22][CH3:23])[C:31](=[O:32])[C:26]([C:27]([O:29][CH3:30])=[O:28])=[C:35]([OH:36])[C:10]=3[CH2:9][CH2:8][N:7]([CH3:24])[C:6]=2[CH:25]=1. The yield is 0.310. (2) The reactants are Br[C:2]1[CH:7]=[CH:6][C:5]([Br:8])=[CH:4][CH:3]=1.[CH:9]1[C:21]2[NH:20][C:19]3[C:14](=[CH:15][CH:16]=[CH:17][CH:18]=3)[C:13]=2[CH:12]=[CH:11][CH:10]=1.C(=O)([O-])[O-].[K+].[K+].C1OCCOCCOCCOCCOCCOC1. The catalyst is [Cu](I)I.CN1CCCN(C)C1=O. The product is [Br:8][C:5]1[CH:6]=[CH:7][C:2]([N:20]2[C:21]3[CH:9]=[CH:10][CH:11]=[CH:12][C:13]=3[C:14]3[C:19]2=[CH:18][CH:17]=[CH:16][CH:15]=3)=[CH:3][CH:4]=1. The yield is 0.350. (3) The reactants are [C:1]([O:11][C:12]([C:15](I)([F:17])[F:16])([F:14])[F:13])([C:4]([C:7]([F:10])([F:9])[F:8])([F:6])[F:5])([F:3])[F:2].[CH2:19]=C.CN[CH:23]=[O:24].O. The catalyst is CCOCC.C(OOC(=O)C1C=CC=CC=1)(=O)C1C=CC=CC=1. The product is [C:1]([O:11][C:12]([C:15]([CH2:19][CH2:23][OH:24])([F:17])[F:16])([F:14])[F:13])([C:4]([C:7]([F:10])([F:9])[F:8])([F:6])[F:5])([F:3])[F:2]. The yield is 0.850. (4) The reactants are [CH2:1]([O:8][C:9]1[CH:14]=[CH:13][C:12]([C:15]2[N:20]=[CH:19][N:18]=[C:17]([NH:21][C@H:22]([C:30]([O:32][CH3:33])=[O:31])[CH2:23][C:24]3[CH:29]=[CH:28][CH:27]=[CH:26][CH:25]=3)[C:16]=2[CH:34]=[O:35])=[CH:11][CH:10]=1)[C:2]1[CH:7]=[CH:6][CH:5]=[CH:4][CH:3]=1.[BH4-].[Na+]. The catalyst is CO. The product is [CH2:1]([O:8][C:9]1[CH:10]=[CH:11][C:12]([C:15]2[N:20]=[CH:19][N:18]=[C:17]([NH:21][C@H:22]([C:30]([O:32][CH3:33])=[O:31])[CH2:23][C:24]3[CH:25]=[CH:26][CH:27]=[CH:28][CH:29]=3)[C:16]=2[CH2:34][OH:35])=[CH:13][CH:14]=1)[C:2]1[CH:7]=[CH:6][CH:5]=[CH:4][CH:3]=1. The yield is 0.810. (5) The reactants are Br[C:2]1[C:7]([N+:8]([O-:10])=[O:9])=[C:6]([N:11]([CH2:17][C:18]2[CH:23]=[CH:22][C:21]([CH2:24][P:25]([O:30][CH2:31][CH3:32])([O:27][CH2:28][CH3:29])=[O:26])=[CH:20][CH:19]=2)[C:12](=[O:16])[O:13][CH2:14][CH3:15])[CH:5]=[C:4]([Br:33])[N:3]=1.[NH3:34].CO. The catalyst is C1COCC1. The product is [NH2:34][C:2]1[C:7]([N+:8]([O-:10])=[O:9])=[C:6]([N:11]([CH2:17][C:18]2[CH:19]=[CH:20][C:21]([CH2:24][P:25]([O:27][CH2:28][CH3:29])([O:30][CH2:31][CH3:32])=[O:26])=[CH:22][CH:23]=2)[C:12](=[O:16])[O:13][CH2:14][CH3:15])[CH:5]=[C:4]([Br:33])[N:3]=1. The yield is 0.680. (6) The reactants are [CH3:1][O-:2].[Na+].[Cl:4][C:5]1[CH:35]=[CH:34][CH:33]=[C:32]([Cl:36])[C:6]=1[CH2:7][C:8]1[S:9][C:10]2[N:11]=[C:12](S(C)(=O)=O)[N:13]=[C:14]([NH:17][C:18]3[CH:23]=[CH:22][C:21]([C:24]([F:27])([F:26])[F:25])=[CH:20][CH:19]=3)[C:15]=2[N:16]=1. The catalyst is C(O)(=O)C.CO. The product is [Cl:4][C:5]1[CH:35]=[CH:34][CH:33]=[C:32]([Cl:36])[C:6]=1[CH2:7][C:8]1[S:9][C:10]2[N:11]=[C:12]([O:2][CH3:1])[N:13]=[C:14]([NH:17][C:18]3[CH:23]=[CH:22][C:21]([C:24]([F:27])([F:26])[F:25])=[CH:20][CH:19]=3)[C:15]=2[N:16]=1. The yield is 0.450. (7) The reactants are [CH3:1][C:2]([C:4]1[CH:9]=[CH:8][C:7]([NH2:10])=[CH:6][CH:5]=1)=[O:3].[C:11](Cl)(=[O:20])[C:12]1[CH:17]=[CH:16][C:15]([O:18][CH3:19])=[CH:14][CH:13]=1.C(N(CC)CC)C. The catalyst is C1COCC1. The product is [C:2]([C:4]1[CH:9]=[CH:8][C:7]([NH:10][C:11](=[O:20])[C:12]2[CH:17]=[CH:16][C:15]([O:18][CH3:19])=[CH:14][CH:13]=2)=[CH:6][CH:5]=1)(=[O:3])[CH3:1]. The yield is 0.750. (8) The reactants are C1(S(O[CH2:11][CH2:12][C:13]2[C:22]3[C:17](=[CH:18][CH:19]=[C:20]([O:23][CH3:24])[CH:21]=3)[CH:16]=[CH:15][CH:14]=2)(=O)=O)C=CC=CC=1.[C:25]1(=[O:35])[NH:29][C:28](=[O:30])[C:27]2=[CH:31][CH:32]=[CH:33][CH:34]=[C:26]12.[K].CN(C)C=O. The catalyst is O. The product is [CH3:24][O:23][C:20]1[CH:21]=[C:22]2[C:17]([CH:16]=[CH:15][CH:14]=[C:13]2[CH2:12][CH2:11][N:29]2[C:28](=[O:30])[C:27]3=[CH:31][CH:32]=[CH:33][CH:34]=[C:26]3[C:25]2=[O:35])=[CH:18][CH:19]=1. The yield is 0.880. (9) The reactants are C1(P(C2C=CC=CC=2)C2C=CC=CC=2)C=CC=CC=1.BrN1C(=O)CCC1=O.[CH:28]1([CH2:33][CH:34]([C:38]2[CH:43]=[CH:42][C:41]([S:44]([CH2:47][CH3:48])(=[O:46])=[O:45])=[CH:40][CH:39]=2)[C:35]([OH:37])=O)[CH2:32][CH2:31][CH2:30][CH2:29]1.[NH2:49][C:50]1[CH:55]=[CH:54][CH:53]=[CH:52][N:51]=1. The catalyst is C(Cl)Cl. The product is [CH:28]1([CH2:33][CH:34]([C:38]2[CH:43]=[CH:42][C:41]([S:44]([CH2:47][CH3:48])(=[O:46])=[O:45])=[CH:40][CH:39]=2)[C:35]([NH:49][C:50]2[CH:55]=[CH:54][CH:53]=[CH:52][N:51]=2)=[O:37])[CH2:29][CH2:30][CH2:31][CH2:32]1. The yield is 0.500.